Task: Regression/Classification. Given a drug SMILES string, predict its absorption, distribution, metabolism, or excretion properties. Task type varies by dataset: regression for continuous measurements (e.g., permeability, clearance, half-life) or binary classification for categorical outcomes (e.g., BBB penetration, CYP inhibition). Dataset: cyp1a2_veith.. Dataset: CYP1A2 inhibition data for predicting drug metabolism from PubChem BioAssay (1) The compound is Cc1cccc(OCC(=O)N/N=C\C=C\c2ccc3c(c2)OCO3)c1C. The result is 1 (inhibitor). (2) The compound is CC1CCCN(C(C(=O)Nc2ccc3c(c2)OCCO3)c2ccccc2)C1. The result is 1 (inhibitor). (3) The molecule is O=S(=O)(O)Cc1ccccc1.O=S(=O)(O)[C@@H](CO)c1ccccc1. The result is 0 (non-inhibitor). (4) The molecule is Cc1cccc(C)c1NC(=O)Nc1ccc(S(N)(=O)=O)cc1. The result is 0 (non-inhibitor).